From a dataset of Catalyst prediction with 721,799 reactions and 888 catalyst types from USPTO. Predict which catalyst facilitates the given reaction. (1) Reactant: [F:1][C:2]1[CH:3]=[C:4]2[C:9](=[CH:10][CH:11]=1)[CH:8]=[C:7]([CH2:12][N:13]1[CH:18]=[CH:17][CH:16]=[C:15]([C:19]([OH:21])=O)[C:14]1=[O:22])[CH:6]=[CH:5]2.[NH2:23][C@@H:24]([CH2:32][CH2:33][CH2:34][NH:35][C:36]([NH:38][S:39]([C:42]1[C:43]([CH3:56])=[C:44]2[C:49](=[C:50]([CH3:53])[C:51]=1[CH3:52])[O:48][C:47]([CH3:55])([CH3:54])[CH2:46][CH2:45]2)(=[O:41])=[O:40])=[NH:37])[C:25]([O:27][C:28]([CH3:31])([CH3:30])[CH3:29])=[O:26].CN(C(ON1N=NC2C=CC=CC1=2)=[N+](C)C)C.F[P-](F)(F)(F)(F)F.CCN(C(C)C)C(C)C. Product: [F:1][C:2]1[CH:3]=[C:4]2[C:9](=[CH:10][CH:11]=1)[CH:8]=[C:7]([CH2:12][N:13]1[CH:18]=[CH:17][CH:16]=[C:15]([C:19]([NH:23][C@@H:24]([CH2:32][CH2:33][CH2:34][NH:35][C:36]([NH:38][S:39]([C:42]3[C:43]([CH3:56])=[C:44]4[C:49](=[C:50]([CH3:53])[C:51]=3[CH3:52])[O:48][C:47]([CH3:55])([CH3:54])[CH2:46][CH2:45]4)(=[O:40])=[O:41])=[NH:37])[C:25]([O:27][C:28]([CH3:29])([CH3:30])[CH3:31])=[O:26])=[O:21])[C:14]1=[O:22])[CH:6]=[CH:5]2. The catalyst class is: 3. (2) Reactant: [Cl:1][C:2]1[CH:3]=[C:4]([CH2:9][CH2:10][CH:11]=[O:12])[CH:5]=[CH:6][C:7]=1[Cl:8].C(Cl)Cl.C[Si]([Br:20])(C)C.BrBr. Product: [Br:20][CH:10]([CH2:9][C:4]1[CH:5]=[CH:6][C:7]([Cl:8])=[C:2]([Cl:1])[CH:3]=1)[CH:11]=[O:12]. The catalyst class is: 127. (3) The catalyst class is: 111. Product: [F:16][C:13]1[CH:12]=[CH:11][C:10]([C:7]2[S:6][C:5]([C:3]([OH:4])=[O:2])=[CH:9][CH:8]=2)=[CH:15][CH:14]=1. Reactant: C[O:2][C:3]([C:5]1[S:6][C:7]([C:10]2[CH:15]=[CH:14][C:13]([F:16])=[CH:12][CH:11]=2)=[CH:8][CH:9]=1)=[O:4].[OH-].[Na+].Cl. (4) Reactant: [Cl:1][C:2]1[CH:7]=[CH:6][N:5]=[C:4]([NH2:8])[CH:3]=1.C([O-])(O)=O.[Na+].Cl[CH2:15][CH:16]=O. Product: [Cl:1][C:2]1[CH:7]=[CH:6][N:5]2[CH:15]=[CH:16][N:8]=[C:4]2[CH:3]=1. The catalyst class is: 14. (5) Reactant: [CH3:1][NH:2][C:3]1[N:4]=[C:5]([NH:17][CH3:18])[C:6]2[N:12]=[C:11]([NH:13][CH3:14])[N:10]=[C:9]([NH:15][CH3:16])[C:7]=2[N:8]=1.Cl.C(OCC)C.Cl.[Cl:26]C1N=C(NCCC)C2N=C(NC)N=C(NCCC)C=2N=1. Product: [ClH:26].[CH3:14][NH:13][C:11]1[N:10]=[C:9]([NH:15][CH3:16])[C:7]2[N:8]=[C:3]([NH:2][CH3:1])[N:4]=[C:5]([NH:17][CH3:18])[C:6]=2[N:12]=1. The catalyst class is: 12. (6) Reactant: C[O:2][C:3](=[O:40])[C@@H:4]([NH:22][C:23]([C:25]1[CH:26]=[C:27]([C:32]2[CH:37]=[CH:36][C:35]([F:38])=[C:34]([Cl:39])[CH:33]=2)[CH:28]=[CH:29][C:30]=1[OH:31])=[O:24])[CH2:5][C:6]1[CH:11]=[CH:10][C:9]([C:12]2[CH:17]=[CH:16][CH:15]=[C:14]([C:18]([F:21])([F:20])[F:19])[CH:13]=2)=[CH:8][CH:7]=1.[Li+].[OH-].C(OCC)(=O)C.Cl. Product: [Cl:39][C:34]1[CH:33]=[C:32]([C:27]2[CH:28]=[CH:29][C:30]([OH:31])=[C:25]([C:23]([NH:22][C@@H:4]([CH2:5][C:6]3[CH:11]=[CH:10][C:9]([C:12]4[CH:17]=[CH:16][CH:15]=[C:14]([C:18]([F:21])([F:19])[F:20])[CH:13]=4)=[CH:8][CH:7]=3)[C:3]([OH:40])=[O:2])=[O:24])[CH:26]=2)[CH:37]=[CH:36][C:35]=1[F:38]. The catalyst class is: 36. (7) Reactant: [CH3:1][N:2]([CH3:17])[S:3]([C:6]1[CH:7]=[CH:8][C:9]2[O:13][C:12](SC)=[N:11][C:10]=2[CH:16]=1)(=[O:5])=[O:4].[NH2:18][CH:19]1[CH2:24][CH2:23][N:22]([C:25]([O:27][CH2:28][CH3:29])=[O:26])[CH2:21][CH2:20]1. Product: [CH2:28]([O:27][C:25]([N:22]1[CH2:21][CH2:20][CH:19]([NH:18][C:12]2[O:13][C:9]3[CH:8]=[CH:7][C:6]([S:3](=[O:5])(=[O:4])[N:2]([CH3:17])[CH3:1])=[CH:16][C:10]=3[N:11]=2)[CH2:24][CH2:23]1)=[O:26])[CH3:29]. The catalyst class is: 44.